Dataset: Catalyst prediction with 721,799 reactions and 888 catalyst types from USPTO. Task: Predict which catalyst facilitates the given reaction. (1) Reactant: [N:1]1[CH:6]=[CH:5][C:4]([CH2:7][CH2:8][C:9]2[CH:10]=[C:11]([NH2:14])[NH:12][N:13]=2)=[CH:3][CH:2]=1.Cl[C:16]1[CH:21]=[CH:20][N:19]=[C:18]([NH:22][CH2:23][C:24]2[O:28][N:27]=[C:26]([CH3:29])[CH:25]=2)[N:17]=1. Product: [CH3:29][C:26]1[CH:25]=[C:24]([CH2:23][NH:22][C:18]2[N:19]=[C:20]([NH:14][C:11]3[NH:12][N:13]=[C:9]([CH2:8][CH2:7][C:4]4[CH:5]=[CH:6][N:1]=[CH:2][CH:3]=4)[CH:10]=3)[CH:21]=[CH:16][N:17]=2)[O:28][N:27]=1. The catalyst class is: 8. (2) Reactant: F[C:2]1[CH:3]=[CH:4][C:5]([N+:12]([O-:14])=[O:13])=[C:6]([CH:11]=1)[C:7]([O:9][CH3:10])=[O:8].[F:15][C:16]1[CH:21]=[CH:20][C:19]([NH:22][C:23]2[CH:28]=[CH:27][C:26]([OH:29])=[CH:25][CH:24]=2)=[CH:18][CH:17]=1.[C:30]([O-:33])([O-:32])=[O:31].[K+].[K+].C1OCCOCCOCCOCCOCCOC1.[Cl-].[Na+:55].O. Product: [C:30]([O-:33])([OH:32])=[O:31].[Na+:55].[F:15][C:16]1[CH:21]=[CH:20][C:19]([NH:22][C:23]2[CH:28]=[CH:27][C:26]([O:29][C:2]3[CH:3]=[CH:4][C:5]([N+:12]([O-:14])=[O:13])=[C:6]([CH:11]=3)[C:7]([O:9][CH3:10])=[O:8])=[CH:25][CH:24]=2)=[CH:18][CH:17]=1. The catalyst class is: 329. (3) Reactant: [CH3:1][C:2]1([CH3:17])[O:6][C@@H:5]([C:7](Cl)=[N:8]OS(C)(=O)=O)[C:4]([CH3:16])([CH3:15])[O:3]1.[S-:18][C:19]#[N:20].[Na+].N1C=CC=CC=1.[N:28]1[CH:33]=[CH:32][CH:31]=[CH:30][C:29]=1[S:34][C:35]1[CH:36]=[C:37]([O:42][C:43]2[C:44]([CH3:50])=[N:45][N:46]([CH3:49])[C:47]=2[CH3:48])[C:38]([NH2:41])=[N:39][CH:40]=1. Product: [N:28]1[CH:33]=[CH:32][CH:31]=[CH:30][C:29]=1[S:34][C:35]1[CH:36]=[C:37]([O:42][C:43]2[C:44]([CH3:50])=[N:45][N:46]([CH3:49])[C:47]=2[CH3:48])[C:38]([NH:41][C:19]2[S:18][N:8]=[C:7]([C@H:5]3[C:4]([CH3:15])([CH3:16])[O:3][C:2]([CH3:1])([CH3:17])[O:6]3)[N:20]=2)=[N:39][CH:40]=1. The catalyst class is: 6. (4) Reactant: Cl[C:2]1[S:3][C:4]([CH2:7][N:8]2[C:12]([CH3:13])=[N:11][C:10]([C:14]3[O:18][N:17]=[C:16]([C:19]4[CH:24]=[CH:23][C:22]([O:25][C:26]([F:29])([F:28])[F:27])=[CH:21][CH:20]=4)[N:15]=3)=[N:9]2)=[CH:5][N:6]=1.[NH:30]1[CH2:35][CH2:34][O:33][CH2:32][CH2:31]1. Product: [CH3:13][C:12]1[N:8]([CH2:7][C:4]2[S:3][C:2]([N:30]3[CH2:35][CH2:34][O:33][CH2:32][CH2:31]3)=[N:6][CH:5]=2)[N:9]=[C:10]([C:14]2[O:18][N:17]=[C:16]([C:19]3[CH:24]=[CH:23][C:22]([O:25][C:26]([F:29])([F:28])[F:27])=[CH:21][CH:20]=3)[N:15]=2)[N:11]=1. The catalyst class is: 16. (5) Reactant: C([O:8][C:9]1[CH:14]=[CH:13][C:12]([N:15]([CH3:66])[C:16]([C:18]2[CH:19]=[C:20]([C:27]3[CH:28]=[C:29]4[C:34](=[CH:35][C:36]=3[C:37]([N:39]3[C@H:48]([CH2:49][N:50]5[CH2:55][CH2:54][O:53][CH2:52][CH2:51]5)[CH2:47][C:46]5[C:41](=[CH:42][CH:43]=[CH:44][CH:45]=5)[CH2:40]3)=[O:38])[CH2:33][N:32]([C:56]([O:58][C:59]3[CH:64]=[CH:63][CH:62]=[C:61]([CH3:65])[CH:60]=3)=[O:57])[CH2:31][CH2:30]4)[N:21]3[C:26]=2[CH2:25][CH2:24][CH2:23][CH2:22]3)=[O:17])=[CH:11][CH:10]=1)C1C=CC=CC=1. Product: [OH:8][C:9]1[CH:10]=[CH:11][C:12]([N:15]([CH3:66])[C:16]([C:18]2[CH:19]=[C:20]([C:27]3[CH:28]=[C:29]4[C:34](=[CH:35][C:36]=3[C:37]([N:39]3[C@H:48]([CH2:49][N:50]5[CH2:51][CH2:52][O:53][CH2:54][CH2:55]5)[CH2:47][C:46]5[C:41](=[CH:42][CH:43]=[CH:44][CH:45]=5)[CH2:40]3)=[O:38])[CH2:33][N:32]([C:56]([O:58][C:59]3[CH:64]=[CH:63][CH:62]=[C:61]([CH3:65])[CH:60]=3)=[O:57])[CH2:31][CH2:30]4)[N:21]3[C:26]=2[CH2:25][CH2:24][CH2:23][CH2:22]3)=[O:17])=[CH:13][CH:14]=1. The catalyst class is: 29. (6) Reactant: [CH2:1]([N:8]1[C:13](=[O:14])[C:12]2[C:15]([CH3:18])=[N:16][S:17][C:11]=2[N:10]=[C:9]1[CH:19](Br)[CH:20]([CH3:22])[CH3:21])[C:2]1[CH:7]=[CH:6][CH:5]=[CH:4][CH:3]=1.[N-:24]=[N+:25]=[N-:26].[Na+].[Br-]. Product: [N:24]([CH:19]([C:9]1[N:8]([CH2:1][C:2]2[CH:7]=[CH:6][CH:5]=[CH:4][CH:3]=2)[C:13](=[O:14])[C:12]2[C:15]([CH3:18])=[N:16][S:17][C:11]=2[N:10]=1)[CH:20]([CH3:22])[CH3:21])=[N+:25]=[N-:26]. The catalyst class is: 3. (7) Reactant: [CH3:1][NH:2][CH2:3][C:4]([OH:6])=O.C1N(CC(O)=O)CCN(CC(O)=O)CCN(CC(O)=O)CCN(CC(O)=O)C1.[OH:35][C:36]([CH2:38][CH2:39][CH2:40][CH2:41][C@H:42]1[C@@H:50]2[C@@H:45]([NH:46][C:47]([NH:49]2)=[O:48])[CH2:44][S:43]1)=[O:37].N[C@@H](C(O)=O)C. Product: [CH3:1][NH:2][CH2:3][C:4]([CH:38]([CH2:39][CH2:40][CH2:41][C@H:42]1[C@@H:50]2[C@@H:45]([NH:46][C:47]([NH:49]2)=[O:48])[CH2:44][S:43]1)[C:36](=[O:35])[OH:37])=[O:6]. The catalyst class is: 338.